The task is: Predict the reactants needed to synthesize the given product.. This data is from Full USPTO retrosynthesis dataset with 1.9M reactions from patents (1976-2016). (1) Given the product [NH2:42][C:39]1[N:40]=[CH:41][C:36]([C:22]2[CH:23]=[CH:24][C:25]([C:2]3[CH:7]=[CH:6][CH:5]=[CH:4][C:3]=3[S:8]([N:11]3[CH2:19][C:13]4([CH2:16][S:15](=[O:18])(=[O:17])[CH2:14]4)[CH2:12]3)(=[O:10])=[O:9])=[CH:26][C:21]=2[F:20])=[CH:37][N:38]=1, predict the reactants needed to synthesize it. The reactants are: Br[C:2]1[CH:7]=[CH:6][CH:5]=[CH:4][C:3]=1[S:8]([N:11]1[CH2:19][C:13]2([CH2:16][S:15](=[O:18])(=[O:17])[CH2:14]2)[CH2:12]1)(=[O:10])=[O:9].[F:20][C:21]1[CH:26]=[C:25](B2OC(C)(C)C(C)(C)O2)[CH:24]=[CH:23][C:22]=1[C:36]1[CH:37]=[N:38][C:39]([NH2:42])=[N:40][CH:41]=1. (2) Given the product [O-:26][N+:2]1[CH:3]=[CH:4][C:5]2[C:10](=[CH:9][CH:8]=[CH:7][C:6]=2[NH:11][C:12]([NH:14][CH2:15][C:16]2[CH:21]=[CH:20][C:19]([C:22]([F:23])([F:24])[F:25])=[CH:18][CH:17]=2)=[O:13])[CH:1]=1, predict the reactants needed to synthesize it. The reactants are: [CH:1]1[C:10]2[C:5](=[C:6]([NH:11][C:12]([NH:14][CH2:15][C:16]3[CH:21]=[CH:20][C:19]([C:22]([F:25])([F:24])[F:23])=[CH:18][CH:17]=3)=[O:13])[CH:7]=[CH:8][CH:9]=2)[CH:4]=[CH:3][N:2]=1.[OH:26]OS([O-])=O.[K+]. (3) Given the product [CH:1]([Si:3]([CH:6]=[CH2:7])([O:11][C:9]([CH3:12])([CH3:10])[CH3:8])[O:11][C:9]([CH3:12])([CH3:10])[CH3:8])=[CH2:2], predict the reactants needed to synthesize it. The reactants are: [CH:1]([Si:3]([CH:6]=[CH2:7])(Cl)Cl)=[CH2:2].[CH3:8][C:9]([CH3:12])([O-:11])[CH3:10].[K+].[Cl-].[K+]. (4) Given the product [Cl:1][C:2]1[CH:7]=[CH:6][C:5]([NH:8][C:9](=[O:16])[CH2:10][O:11][CH2:12][C:13]([N:38]([CH:39]2[CH2:40][CH2:41][CH2:42][CH2:43][CH2:44]2)[CH:32]2[CH2:37][CH2:36][CH2:35][CH2:34][CH2:33]2)=[O:15])=[C:4]([CH:3]=1)[C:17]([OH:19])=[O:18], predict the reactants needed to synthesize it. The reactants are: [Cl:1][C:2]1[CH:7]=[CH:6][C:5]([NH:8][C:9](=[O:16])[CH2:10][O:11][CH2:12][C:13]([OH:15])=O)=[C:4]([C:17]([O:19]C)=[O:18])[CH:3]=1.CN(C=O)C.C(Cl)(=O)C(Cl)=O.[CH:32]1([NH:38][CH:39]2[CH2:44][CH2:43][CH2:42][CH2:41][CH2:40]2)[CH2:37][CH2:36][CH2:35][CH2:34][CH2:33]1. (5) Given the product [CH2:12]([O:11][C:9](=[O:10])[CH2:8][N:2]1[CH:6]=[CH:5][CH:4]=[N:3]1)[CH3:13], predict the reactants needed to synthesize it. The reactants are: [Na].[NH:2]1[CH:6]=[CH:5][CH:4]=[N:3]1.Br[CH2:8][C:9]([O:11][CH2:12][CH3:13])=[O:10]. (6) Given the product [C:2]([C:4]1[CH:5]=[C:6]([CH:29]=[CH:30][CH:31]=1)[C:7]([NH:9][C:10]1[C:11]([CH3:28])=[C:12]2[C:18]([C@@H:19]3[CH2:24][CH2:23][N:22]([C:41](=[O:42])[C@H:40]([CH3:39])[C:44]([CH3:47])([CH3:46])[CH3:45])[C:21]([CH3:26])([CH3:25])[CH2:20]3)=[CH:17][N:16]([CH3:27])[C:13]2=[N:14][CH:15]=1)=[O:8])#[N:3], predict the reactants needed to synthesize it. The reactants are: Cl.[C:2]([C:4]1[CH:5]=[C:6]([CH:29]=[CH:30][CH:31]=1)[C:7]([NH:9][C:10]1[C:11]([CH3:28])=[C:12]2[C:18]([C@@H:19]3[CH2:24][CH2:23][NH:22][C:21]([CH3:26])([CH3:25])[CH2:20]3)=[CH:17][N:16]([CH3:27])[C:13]2=[N:14][CH:15]=1)=[O:8])#[N:3].C(N(CC)CC)C.[CH3:39][C@H:40]([C:44]([CH3:47])([CH3:46])[CH3:45])[C:41](O)=[O:42]. (7) Given the product [CH3:1][O:3][C:4]([CH2:6][N:7]1[CH:11]=[CH:10][C:9](/[CH:12]=[C:13]2\[CH2:14][N:15]([C:20]([C:21]3[CH:26]=[CH:25][CH:24]=[CH:23][CH:22]=3)([C:33]3[CH:38]=[CH:37][CH:36]=[CH:35][CH:34]=3)[C:27]3[CH:28]=[CH:29][CH:30]=[CH:31][CH:32]=3)[CH2:16][CH2:17][CH:18]\2[OH:19])=[CH:8]1)=[O:5], predict the reactants needed to synthesize it. The reactants are: [CH2:1]([O:3][C:4]([CH2:6][N:7]1[CH:11]=[CH:10][C:9](/[CH:12]=[C:13]2\[CH2:14][N:15]([C:20]([C:33]3[CH:38]=[CH:37][CH:36]=[CH:35][CH:34]=3)([C:27]3[CH:32]=[CH:31][CH:30]=[CH:29][CH:28]=3)[C:21]3[CH:26]=[CH:25][CH:24]=[CH:23][CH:22]=3)[CH2:16][CH2:17][C:18]\2=[O:19])=[CH:8]1)=[O:5])C.[BH4-].[Na+].[Cl-].[NH4+].